This data is from Catalyst prediction with 721,799 reactions and 888 catalyst types from USPTO. The task is: Predict which catalyst facilitates the given reaction. (1) Reactant: [NH:1]1[CH2:6][CH2:5][S:4](=[O:8])(=[O:7])[CH2:3][CH2:2]1.[H-].[Na+].Cl[C:12]1[CH:17]=[CH:16][C:15]([N+:18]([O-:20])=[O:19])=[CH:14][N:13]=1. Product: [N+:18]([C:15]1[CH:16]=[CH:17][C:12]([N:1]2[CH2:6][CH2:5][S:4](=[O:8])(=[O:7])[CH2:3][CH2:2]2)=[N:13][CH:14]=1)([O-:20])=[O:19]. The catalyst class is: 1. (2) Reactant: [NH2:1][CH2:2][C@@H:3]([NH:5][C:6]1[CH:25]=[CH:24][C:23]([C:26]#[N:27])=[CH:22][C:7]=1[C:8]([NH:10][CH2:11][C:12]1[CH:17]=[CH:16][C:15]([O:18][CH3:19])=[C:14]([O:20][CH3:21])[CH:13]=1)=[O:9])[CH3:4].[C:28](OC(=O)C)(=[O:30])[CH3:29]. Product: [C:28]([NH:1][CH2:2][C@@H:3]([NH:5][C:6]1[CH:25]=[CH:24][C:23]([C:26]#[N:27])=[CH:22][C:7]=1[C:8]([NH:10][CH2:11][C:12]1[CH:17]=[CH:16][C:15]([O:18][CH3:19])=[C:14]([O:20][CH3:21])[CH:13]=1)=[O:9])[CH3:4])(=[O:30])[CH3:29]. The catalyst class is: 4. (3) Reactant: C(OC([N:8]1[CH2:12][C:11]([F:14])([F:13])[CH2:10][C@@H:9]1[CH2:15][CH2:16][C:17]([OH:19])=[O:18])=O)(C)(C)C.[ClH:20]. Product: [ClH:20].[F:14][C:11]1([F:13])[CH2:12][NH:8][C@@H:9]([CH2:15][CH2:16][C:17]([OH:19])=[O:18])[CH2:10]1. The catalyst class is: 25. (4) Reactant: [Li][CH2:2]CCC.[S:6]([N:16]1[CH2:21][C:20](=O)[C:19]2[S:23][CH:24]=[CH:25][C:18]=2[CH2:17]1)([C:9]1[CH:15]=[CH:14][C:12]([CH3:13])=[CH:11][CH:10]=1)(=[O:8])=[O:7]. Product: [CH2:2]=[C:20]1[CH2:21][N:16]([S:6]([C:9]2[CH:15]=[CH:14][C:12]([CH3:13])=[CH:11][CH:10]=2)(=[O:8])=[O:7])[CH2:17][C:18]2[CH:25]=[CH:24][S:23][C:19]1=2. The catalyst class is: 307. (5) Reactant: [F:1][C:2]1[C:3]([N:16]([CH3:35])[CH2:17][CH2:18][CH2:19][O:20][C:21]2[CH:22]=[C:23]3[C:27](=[CH:28][CH:29]=2)[N:26]([CH2:30][C:31]([O:33]C)=[O:32])[CH:25]=[CH:24]3)=[N:4][C:5]([C:8]2[CH:13]=[CH:12][C:11]([O:14][CH3:15])=[CH:10][CH:9]=2)=[N:6][CH:7]=1.O.[OH-].[Li+]. The catalyst class is: 92. Product: [F:1][C:2]1[C:3]([N:16]([CH3:35])[CH2:17][CH2:18][CH2:19][O:20][C:21]2[CH:22]=[C:23]3[C:27](=[CH:28][CH:29]=2)[N:26]([CH2:30][C:31]([OH:33])=[O:32])[CH:25]=[CH:24]3)=[N:4][C:5]([C:8]2[CH:13]=[CH:12][C:11]([O:14][CH3:15])=[CH:10][CH:9]=2)=[N:6][CH:7]=1.